This data is from Full USPTO retrosynthesis dataset with 1.9M reactions from patents (1976-2016). The task is: Predict the reactants needed to synthesize the given product. (1) The reactants are: [NH:1]1[C:5]2[CH:6]=[CH:7][C:8]([NH2:10])=[CH:9][C:4]=2[N:3]=[CH:2]1.[CH3:11][C:12]1[O:16][C:15]([CH:17]=O)=[CH:14][CH:13]=1.C([O:21][C:22](=O)[C:23](=[O:30])[CH2:24][C:25](=[O:29])[CH2:26][CH2:27][CH3:28])C. Given the product [NH:1]1[C:5]2[CH:6]=[CH:7][C:8]([N:10]3[CH:17]([C:15]4[O:16][C:12]([CH3:11])=[CH:13][CH:14]=4)[C:24]([C:25](=[O:29])[CH2:26][CH2:27][CH3:28])=[C:23]([OH:30])[C:22]3=[O:21])=[CH:9][C:4]=2[N:3]=[CH:2]1, predict the reactants needed to synthesize it. (2) Given the product [NH2:3][CH2:12][CH2:13][CH2:14][N:15]1[CH2:20][CH2:19][N:18]([C:21]([O:23][C:24]([CH3:27])([CH3:26])[CH3:25])=[O:22])[CH2:17][CH2:16]1, predict the reactants needed to synthesize it. The reactants are: O=C1C2C(=CC=CC=2)C(=O)[N:3]1[CH2:12][CH2:13][CH2:14][N:15]1[CH2:20][CH2:19][N:18]([C:21]([O:23][C:24]([CH3:27])([CH3:26])[CH3:25])=[O:22])[CH2:17][CH2:16]1.